This data is from HIV replication inhibition screening data with 41,000+ compounds from the AIDS Antiviral Screen. The task is: Binary Classification. Given a drug SMILES string, predict its activity (active/inactive) in a high-throughput screening assay against a specified biological target. (1) The molecule is CC(=O)OCc1ccc2c(c1)C(O)NC(=O)O2. The result is 0 (inactive). (2) The compound is O=C(O)C1C[N+]12C=CC=CC2=O. The result is 0 (inactive). (3) The molecule is Nc1ccc(C(=Nc2ccccc2)c2ccc(N)cc2)cc1. The result is 0 (inactive). (4) The molecule is CCc1nc2ccc(N=NN(C)C)cc2[nH]1. The result is 1 (active). (5) The compound is COc1ccc(C(Cl)=C(CNc2ccccn2)c2ccccc2)cc1OC. The result is 0 (inactive). (6) The molecule is COc1cc2c(oc(=O)c3cc4ccoc4c(OC)c32)c2cccc(O)c12. The result is 0 (inactive).